From a dataset of NCI-60 drug combinations with 297,098 pairs across 59 cell lines. Regression. Given two drug SMILES strings and cell line genomic features, predict the synergy score measuring deviation from expected non-interaction effect. Drug 1: C1=C(C(=O)NC(=O)N1)N(CCCl)CCCl. Drug 2: C1C(C(OC1N2C=NC(=NC2=O)N)CO)O. Cell line: T-47D. Synergy scores: CSS=3.59, Synergy_ZIP=-4.02, Synergy_Bliss=0.802, Synergy_Loewe=-4.88, Synergy_HSA=-3.62.